This data is from Forward reaction prediction with 1.9M reactions from USPTO patents (1976-2016). The task is: Predict the product of the given reaction. (1) Given the reactants [C:1]1([S:7]([C:9]2[CH2:13][CH2:12][O:11][N:10]=2)=[O:8])[CH:6]=[CH:5][CH:4]=[CH:3][CH:2]=1.ClC1C=CC=C(C(OO)=[O:22])C=1.O, predict the reaction product. The product is: [C:1]1([S:7]([C:9]2[CH2:13][CH2:12][O:11][N:10]=2)(=[O:22])=[O:8])[CH:2]=[CH:3][CH:4]=[CH:5][CH:6]=1. (2) Given the reactants [F:1][C:2]([F:9])([F:8])[C:3]([O:5]CC)=O.[C:10]([O:14][C:15]([N:17]1[C@H:22]([CH2:23][NH2:24])[C@@H:21]2[CH2:25][C@H:18]1[CH2:19][CH2:20]2)=[O:16])([CH3:13])([CH3:12])[CH3:11].CCN(C(C)C)C(C)C, predict the reaction product. The product is: [C:10]([O:14][C:15]([N:17]1[C@H:22]([CH2:23][NH:24][C:3](=[O:5])[C:2]([F:1])([F:8])[F:9])[C@@H:21]2[CH2:25][C@H:18]1[CH2:19][CH2:20]2)=[O:16])([CH3:13])([CH3:11])[CH3:12].